Dataset: Forward reaction prediction with 1.9M reactions from USPTO patents (1976-2016). Task: Predict the product of the given reaction. (1) Given the reactants [Cl:1][C:2]1[CH:3]=[C:4]([NH:9][C:10]2[C:19]3[C:14](=[CH:15][N:16]=[C:17](F)[CH:18]=3)[N:13]=[CH:12][C:11]=2[C:21]#[N:22])[CH:5]=[CH:6][C:7]=1[F:8].[C:23]1([C@@H:29]([NH2:32])[CH2:30][CH3:31])[CH:28]=[CH:27][CH:26]=[CH:25][CH:24]=1, predict the reaction product. The product is: [Cl:1][C:2]1[CH:3]=[C:4]([NH:9][C:10]2[C:19]3[C:14](=[CH:15][N:16]=[C:17]([NH:32][C@H:29]([C:23]4[CH:28]=[CH:27][CH:26]=[CH:25][CH:24]=4)[CH2:30][CH3:31])[CH:18]=3)[N:13]=[CH:12][C:11]=2[C:21]#[N:22])[CH:5]=[CH:6][C:7]=1[F:8]. (2) Given the reactants I[C:2]1[CH:9]=[CH:8][C:5]([C:6]#[N:7])=[CH:4][CH:3]=1.[CH2:10]=[CH:11][C:12]1[CH:17]=[CH:16][CH:15]=[CH:14][CH:13]=1, predict the reaction product. The product is: [C:6]([C:5]1[CH:8]=[CH:9][C:2](/[CH:10]=[CH:11]/[C:12]2[CH:17]=[CH:16][CH:15]=[CH:14][CH:13]=2)=[CH:3][CH:4]=1)#[N:7].